Dataset: Reaction yield outcomes from USPTO patents with 853,638 reactions. Task: Predict the reaction yield, written as a fraction of the theoretical maximum amount of product (1.0 means a 100% yield; for example, 0.34 means a 34% yield). (1) The reactants are [C:1]1([P:7]([C:14]2[CH:19]=[CH:18][CH:17]=[CH:16][CH:15]=2)[C:8]2[CH:13]=[CH:12][CH:11]=[CH:10][CH:9]=2)[CH:6]=[CH:5][CH:4]=[CH:3][CH:2]=1.Br[CH:21]([CH3:27])[C:22]([O:24][CH2:25][CH3:26])=[O:23]. The catalyst is C(OCC)(=O)C. The product is [CH2:25]([O:24][C:22](=[O:23])[C:21](=[P:7]([C:1]1[CH:2]=[CH:3][CH:4]=[CH:5][CH:6]=1)([C:8]1[CH:13]=[CH:12][CH:11]=[CH:10][CH:9]=1)[C:14]1[CH:15]=[CH:16][CH:17]=[CH:18][CH:19]=1)[CH3:27])[CH3:26]. The yield is 0.750. (2) The reactants are CN1CCOCC1.F[P-](F)(F)(F)(F)F.N1(OC(N(C)C)=[N+](C)C)C2C=CC=CC=2N=N1.O.ON1C2C=CC=CC=2N=N1.[CH:43]([N:46]1[CH2:51][CH2:50][N:49]([C:52]2[CH:60]=[CH:59][C:55]([C:56]([OH:58])=O)=[CH:54][CH:53]=2)[CH2:48][CH2:47]1)([CH3:45])[CH3:44].Cl.[NH2:62][C@@H:63]([CH2:77][C:78]([CH3:81])([CH3:80])[CH3:79])[C:64]([N:66]1[CH2:70][C@@H:69]([O:71][CH3:72])[C@H:68]2[O:73][CH2:74][C@H:75]([OH:76])[C@@H:67]12)=[O:65].C(=O)([O-])O.[Na+]. The catalyst is CN(C)C=O. The product is [OH:76][C@@H:75]1[C@H:67]2[N:66]([C:64](=[O:65])[C@@H:63]([NH:62][C:56](=[O:58])[C:55]3[CH:54]=[CH:53][C:52]([N:49]4[CH2:48][CH2:47][N:46]([CH:43]([CH3:44])[CH3:45])[CH2:51][CH2:50]4)=[CH:60][CH:59]=3)[CH2:77][C:78]([CH3:79])([CH3:80])[CH3:81])[CH2:70][C@@H:69]([O:71][CH3:72])[C@H:68]2[O:73][CH2:74]1. The yield is 0.810. (3) The reactants are [C:1](Cl)(=[O:3])[CH3:2].[N+:5]([C:8]1[CH:9]=[CH:10][C:11]2[CH2:17][CH2:16][CH2:15][CH2:14][NH:13][C:12]=2[CH:18]=1)([O-:7])=[O:6].C([O-])(O)=O.[Na+]. The catalyst is C(Cl)Cl. The product is [N+:5]([C:8]1[CH:9]=[CH:10][C:11]2[CH2:17][CH2:16][CH2:15][CH2:14][N:13]([C:1](=[O:3])[CH3:2])[C:12]=2[CH:18]=1)([O-:7])=[O:6]. The yield is 0.800. (4) The reactants are B([C:4]1[CH:12]=[CH:11][C:7]([C:8]([OH:10])=[O:9])=[C:6]([CH3:13])[CH:5]=1)(O)O.C([O-])([O-])=O.[K+].[K+].Br[C:21]1[N:22]=[CH:23][C:24]2[N:25]([C:27]([C:30]3[CH:37]=[CH:36][C:33]([C:34]#[N:35])=[CH:32][CH:31]=3)=[CH:28][N:29]=2)[CH:26]=1. The catalyst is CN(C=O)C.O.C1C=CC(P(C2C=CC=CC=2)[C-]2C=CC=C2)=CC=1.C1C=CC(P(C2C=CC=CC=2)[C-]2C=CC=C2)=CC=1.Cl[Pd]Cl.[Fe+2]. The product is [C:34]([C:33]1[CH:36]=[CH:37][C:30]([C:27]2[N:25]3[CH:26]=[C:21]([C:4]4[CH:12]=[CH:11][C:7]([C:8]([OH:10])=[O:9])=[C:6]([CH3:13])[CH:5]=4)[N:22]=[CH:23][C:24]3=[N:29][CH:28]=2)=[CH:31][CH:32]=1)#[N:35]. The yield is 0.830. (5) The reactants are [OH:1][C:2]1[CH:7]=[CH:6][C:5]([CH2:8][CH2:9][C:10]2[O:14][C:13]([C:15]3[CH:20]=[CH:19][CH:18]=[CH:17][CH:16]=3)=[N:12][C:11]=2[CH2:21][O:22][CH2:23][O:24][CH3:25])=[CH:4][CH:3]=1.Cl[CH2:27][C:28]1[N:29]=[C:30]([C:34]2[CH:39]=[CH:38][CH:37]=[CH:36][CH:35]=2)[O:31][C:32]=1[CH3:33].C(=O)([O-])[O-].[K+].[K+].CN(C)C=O. The catalyst is O. The product is [CH3:33][C:32]1[O:31][C:30]([C:34]2[CH:35]=[CH:36][CH:37]=[CH:38][CH:39]=2)=[N:29][C:28]=1[CH2:27][O:1][C:2]1[CH:7]=[CH:6][C:5]([CH2:8][CH2:9][C:10]2[O:14][C:13]([C:15]3[CH:20]=[CH:19][CH:18]=[CH:17][CH:16]=3)=[N:12][C:11]=2[CH2:21][O:22][CH2:23][O:24][CH3:25])=[CH:4][CH:3]=1. The yield is 0.850. (6) The reactants are [Br:1][C:2]1[CH:7]=[CH:6][C:5]([S:8](Cl)(=[O:10])=[O:9])=[C:4]([O:12][C:13]([F:16])([F:15])[F:14])[CH:3]=1.[CH3:17][NH:18][CH3:19]. No catalyst specified. The yield is 0.810. The product is [Br:1][C:2]1[CH:7]=[CH:6][C:5]([S:8]([N:18]([CH3:19])[CH3:17])(=[O:10])=[O:9])=[C:4]([O:12][C:13]([F:16])([F:15])[F:14])[CH:3]=1. (7) The reactants are [CH2:1]([N:7]=[C:8]=[O:9])[CH2:2][CH2:3][CH2:4][CH2:5][CH3:6].[CH2:10]([NH2:16])[CH2:11][CH2:12][CH2:13][CH2:14][CH3:15].[C:17](Cl)(=[O:22])[CH2:18][C:19](Cl)=[O:20].C(N(C(C)C)CC)(C)C.[N:33]([CH2:36][C:37]([O:39]CC)=[O:38])=[C:34]=[O:35]. The catalyst is ClCCl. The product is [CH2:1]([N:7]1[C:19]([OH:20])=[C:18]([C:34]([NH:33][CH2:36][C:37]([OH:39])=[O:38])=[O:35])[C:17](=[O:22])[N:16]([CH2:10][CH2:11][CH2:12][CH2:13][CH2:14][CH3:15])[C:8]1=[O:9])[CH2:2][CH2:3][CH2:4][CH2:5][CH3:6]. The yield is 0.450. (8) The yield is 0.350. The reactants are CN(C)C=O.[C:6]([O:10][C:11]([C@H:13]1[CH2:15][C@H:14]1[CH:16]1[CH2:20][CH2:19][NH:18][C:17]1=[O:21])=[O:12])([CH3:9])([CH3:8])[CH3:7].[H-].[Na+].[CH2:24](Cl)[C:25]1[CH:30]=[CH:29][CH:28]=[CH:27][CH:26]=1. The catalyst is O. The product is [CH2:24]([N:18]1[CH2:19][CH2:20][CH:16]([CH:14]2[CH2:15][CH:13]2[C:11]([O:10][C:6]([CH3:9])([CH3:7])[CH3:8])=[O:12])[C:17]1=[O:21])[C:25]1[CH:30]=[CH:29][CH:28]=[CH:27][CH:26]=1.